This data is from Full USPTO retrosynthesis dataset with 1.9M reactions from patents (1976-2016). The task is: Predict the reactants needed to synthesize the given product. The reactants are: [NH2:1][C:2]1[CH:3]=[N:4][C:5]2[C:10]([C:11]=1[OH:12])=[CH:9][C:8]([Br:13])=[CH:7][CH:6]=2.C(=O)([O-])[O-].[K+].[K+].Cl[CH2:21][C:22](Cl)=[O:23]. Given the product [Br:13][C:8]1[CH:7]=[CH:6][C:5]2[N:4]=[CH:3][C:2]3[NH:1][C:22](=[O:23])[CH2:21][O:12][C:11]=3[C:10]=2[CH:9]=1, predict the reactants needed to synthesize it.